Dataset: Forward reaction prediction with 1.9M reactions from USPTO patents (1976-2016). Task: Predict the product of the given reaction. Given the reactants [OH:1][C:2]1[C:9]([N+:10]([O-:12])=[O:11])=[CH:8][CH:7]=[CH:6][C:3]=1[CH:4]=[O:5].O[C:14]1C=CC([N+]([O-])=O)=CC=1C=O, predict the reaction product. The product is: [CH3:14][O:1][C:2]1[C:9]([N+:10]([O-:12])=[O:11])=[CH:8][CH:7]=[CH:6][C:3]=1[CH:4]=[O:5].